From a dataset of Reaction yield outcomes from USPTO patents with 853,638 reactions. Predict the reaction yield, written as a fraction of the theoretical maximum amount of product (1.0 means a 100% yield; for example, 0.34 means a 34% yield). (1) The reactants are C([O:3][C:4](=O)/[CH:5]=[CH:6]/[C:7]1[C:8]([NH:23][C:24]2[C:29]([F:30])=[CH:28][CH:27]=[CH:26][C:25]=2[F:31])=[N:9][C:10]([S:21][CH3:22])=[N:11][C:12]=1[C:13]1[CH:18]=[CH:17][C:16]([F:19])=[CH:15][C:14]=1[CH3:20])C. The catalyst is C1(C)C=CC=CC=1. The product is [F:30][C:29]1[CH:28]=[CH:27][CH:26]=[C:25]([F:31])[C:24]=1[N:23]1[C:8]2[N:9]=[C:10]([S:21][CH3:22])[N:11]=[C:12]([C:13]3[CH:18]=[CH:17][C:16]([F:19])=[CH:15][C:14]=3[CH3:20])[C:7]=2[CH:6]=[CH:5][C:4]1=[O:3]. The yield is 0.960. (2) The reactants are [Br:1][C:2]1[CH:6]=[CH:5][S:4][C:3]=1[C:7]([NH:9][C:10]1[CH:15]=[CH:14][C:13]([O:16][Si:17]([C:20]([CH3:23])([CH3:22])[CH3:21])([CH3:19])[CH3:18])=[CH:12][CH:11]=1)=[O:8].[C:24](O[C:24]([O:26][C:27]([CH3:30])([CH3:29])[CH3:28])=[O:25])([O:26][C:27]([CH3:30])([CH3:29])[CH3:28])=[O:25]. No catalyst specified. The product is [Br:1][C:2]1[CH:6]=[CH:5][S:4][C:3]=1[C:7]([N:9]([C:10]1[CH:15]=[CH:14][C:13]([O:16][Si:17]([C:20]([CH3:23])([CH3:22])[CH3:21])([CH3:18])[CH3:19])=[CH:12][CH:11]=1)[C:24](=[O:25])[O:26][C:27]([CH3:30])([CH3:29])[CH3:28])=[O:8]. The yield is 0.280. (3) The reactants are I[C:2]1[C:7]2[O:8][C:9]3[CH:14]=[CH:13][CH:12]=[CH:11][C:10]=3[C:6]=2[CH:5]=[CH:4][CH:3]=1.P([O-])([O-])([O-])=O.[K+].[K+].[K+].[CH3:23]B1OB(C)OB(C)O1. The catalyst is C1(C)C=CC=CC=1.O.C1C=CC(/C=C/C(/C=C/C2C=CC=CC=2)=O)=CC=1.C1C=CC(/C=C/C(/C=C/C2C=CC=CC=2)=O)=CC=1.C1C=CC(/C=C/C(/C=C/C2C=CC=CC=2)=O)=CC=1.[Pd].[Pd].COC1C=CC=C(OC)C=1C1C=CC=CC=1P(C1CCCCC1)C1CCCCC1. The product is [CH3:23][C:2]1[C:7]2[O:8][C:9]3[CH:14]=[CH:13][CH:12]=[CH:11][C:10]=3[C:6]=2[CH:5]=[CH:4][CH:3]=1. The yield is 0.967. (4) The reactants are [C:1]1(=[O:11])[C:9]2[C:4](=[CH:5][CH:6]=[CH:7][CH:8]=2)[C:3](=[O:10])[NH:2]1.C1(P(C2C=CC=CC=2)C2C=CC=CC=2)C=CC=CC=1.[N:31]1[C:40]2[C:35](=[CH:36][C:37]([CH2:41]O)=[CH:38][CH:39]=2)[CH:34]=[CH:33][CH:32]=1.N(/C(OC(C)C)=O)=N\C(OC(C)C)=O. The catalyst is C1COCC1. The product is [N:31]1[C:40]2[C:35](=[CH:36][C:37]([CH2:41][N:2]3[C:3](=[O:10])[C:4]4[C:9](=[CH:8][CH:7]=[CH:6][CH:5]=4)[C:1]3=[O:11])=[CH:38][CH:39]=2)[CH:34]=[CH:33][CH:32]=1. The yield is 0.950. (5) The reactants are C[O:2][C:3]([CH:5]1[CH2:10][CH2:9][N:8]([C:11]2[CH:16]=[C:15]([NH:17][CH2:18][CH2:19][C:20]3[CH:25]=[CH:24][C:23]([Cl:26])=[CH:22][C:21]=3[Cl:27])[N:14]=[C:13]([O:28][CH3:29])[N:12]=2)[CH2:7][CH2:6]1)=[O:4].[OH-].[Li+]. The catalyst is CO.C1COCC1. The product is [Cl:27][C:21]1[CH:22]=[C:23]([Cl:26])[CH:24]=[CH:25][C:20]=1[CH2:19][CH2:18][NH:17][C:15]1[N:14]=[C:13]([O:28][CH3:29])[N:12]=[C:11]([N:8]2[CH2:7][CH2:6][CH:5]([C:3]([OH:4])=[O:2])[CH2:10][CH2:9]2)[CH:16]=1. The yield is 0.380. (6) The product is [C:1]([C:5]1[O:9][N:8]=[C:7]([NH:10][C:11]([NH:13][C:14]2[CH:19]=[CH:18][CH:17]=[C:16]([S:20][C:21]3[C:30]4[C:25](=[CH:26][C:27]([O:33][CH2:34][CH2:35][N:44]5[CH2:45][CH2:46][N:41]([S:38]([CH3:37])(=[O:40])=[O:39])[CH2:42][CH2:43]5)=[C:28]([O:31][CH3:32])[CH:29]=4)[N:24]=[CH:23][N:22]=3)[CH:15]=2)=[O:12])[CH:6]=1)([CH3:4])([CH3:3])[CH3:2]. The reactants are [C:1]([C:5]1[O:9][N:8]=[C:7]([NH:10][C:11]([NH:13][C:14]2[CH:19]=[CH:18][CH:17]=[C:16]([S:20][C:21]3[C:30]4[C:25](=[CH:26][C:27]([O:33][CH2:34][CH2:35]Cl)=[C:28]([O:31][CH3:32])[CH:29]=4)[N:24]=[CH:23][N:22]=3)[CH:15]=2)=[O:12])[CH:6]=1)([CH3:4])([CH3:3])[CH3:2].[CH3:37][S:38]([N:41]1[CH2:46][CH2:45][NH:44][CH2:43][CH2:42]1)(=[O:40])=[O:39].C(N(C(C)C)CC)(C)C. The yield is 0.170. The catalyst is CN(C=O)C.[I-].C([N+](CCCC)(CCCC)CCCC)CCC. (7) The reactants are [O:1]1[CH:5]=[CH:4][C:3]2[CH:6]=[CH:7][CH:8]=[CH:9][C:2]1=2.[Li]CCCC.[S:15](Cl)(Cl)(=[O:17])=[O:16].[NH4+:20].[OH-].Cl. The catalyst is C1COCC1.CCCCCC.CC(C)=O.O. The product is [O:1]1[C:2]2[CH:9]=[CH:8][CH:7]=[CH:6][C:3]=2[CH:4]=[C:5]1[S:15]([NH2:20])(=[O:17])=[O:16]. The yield is 0.430.